This data is from Catalyst prediction with 721,799 reactions and 888 catalyst types from USPTO. The task is: Predict which catalyst facilitates the given reaction. Reactant: [Cl:1][C:2]1[CH:7]=[CH:6][C:5]([CH:8]([C:13]2[C:21]3[C:16](=[C:17]([CH2:22][S:23][CH3:24])[CH:18]=[CH:19][CH:20]=3)[NH:15][CH:14]=2)[CH2:9][CH2:10][C:11]#[N:12])=[C:4]([F:25])[CH:3]=1.ClCCl.ClC1C=CC=C(C(OO)=[O:37])C=1. Product: [Cl:1][C:2]1[CH:7]=[CH:6][C:5]([CH:8]([C:13]2[C:21]3[C:16](=[C:17]([CH2:22][S:23]([CH3:24])=[O:37])[CH:18]=[CH:19][CH:20]=3)[NH:15][CH:14]=2)[CH2:9][CH2:10][C:11]#[N:12])=[C:4]([F:25])[CH:3]=1. The catalyst class is: 5.